Task: Predict the reactants needed to synthesize the given product.. Dataset: Full USPTO retrosynthesis dataset with 1.9M reactions from patents (1976-2016) (1) The reactants are: [C:1]1(B(O)O)[CH:6]=[CH:5][CH:4]=[CH:3][CH:2]=1.Cl[C:11]1[CH:16]=[CH:15][N:14]=[C:13]([NH:17][C:18]2[CH:19]=[CH:20][C:21]([F:37])=[C:22]([C@:24]3([CH2:35][F:36])[CH2:29][C@@H:28]([C:30]([F:33])([F:32])[F:31])[O:27][C:26]([NH2:34])=[N:25]3)[CH:23]=2)[CH:12]=1. Given the product [F:37][C:21]1[CH:20]=[CH:19][C:18]([NH:17][C:13]2[CH:12]=[C:11]([C:1]3[CH:6]=[CH:5][CH:4]=[CH:3][CH:2]=3)[CH:16]=[CH:15][N:14]=2)=[CH:23][C:22]=1[C@:24]1([CH2:35][F:36])[CH2:29][C@@H:28]([C:30]([F:33])([F:32])[F:31])[O:27][C:26]([NH2:34])=[N:25]1, predict the reactants needed to synthesize it. (2) Given the product [CH2:1]([N:6]1[C:10](=[O:11])[C:9](=[CH:12][C:13]([OH:15])=[O:14])[S:8][CH:7]1[C:18]1[CH:23]=[CH:22][CH:21]=[CH:20][CH:19]=1)[CH2:2][CH:3]([CH3:5])[CH3:4], predict the reactants needed to synthesize it. The reactants are: [CH2:1]([N:6]1[C:10](=[O:11])[C:9](=[CH:12][C:13]([O:15]CC)=[O:14])[S:8][CH:7]1[C:18]1[CH:23]=[CH:22][CH:21]=[CH:20][CH:19]=1)[CH2:2][CH:3]([CH3:5])[CH3:4].[OH-].[Na+].Cl. (3) Given the product [CH:18]1([CH2:17][C@:4]2([CH2:3][CH2:2][N:22]([CH3:23])[CH3:21])[C:9]([O:10][CH3:11])=[N:8][C@H:7]([CH:12]([CH3:14])[CH3:13])[C:6]([O:15][CH3:16])=[N:5]2)[CH2:20][CH2:19]1, predict the reactants needed to synthesize it. The reactants are: Br[CH2:2][CH2:3][C@@:4]1([CH2:17][CH:18]2[CH2:20][CH2:19]2)[C:9]([O:10][CH3:11])=[N:8][C@H:7]([CH:12]([CH3:14])[CH3:13])[C:6]([O:15][CH3:16])=[N:5]1.[CH3:21][NH:22][CH3:23].C1COCC1. (4) Given the product [Cl:8][C:9]1[CH:10]=[C:11]([CH:25]=[CH:26][C:27]=1[Cl:28])[CH2:12][N:13]1[C:22]2[C:17](=[CH:18][CH:19]=[CH:20][CH:21]=2)[CH2:16][CH:15]([N:23]([CH3:24])[C:30]2[N:35]=[C:34]([NH2:36])[N:33]=[C:32]3[NH:37][N:38]=[CH:39][C:31]=23)[CH2:14]1, predict the reactants needed to synthesize it. The reactants are: OC(C(F)(F)F)=O.[Cl:8][C:9]1[CH:10]=[C:11]([CH:25]=[CH:26][C:27]=1[Cl:28])[CH2:12][N:13]1[C:22]2[C:17](=[CH:18][CH:19]=[CH:20][CH:21]=2)[CH2:16][CH:15]([NH:23][CH3:24])[CH2:14]1.Cl[C:30]1[N:35]=[C:34]([NH2:36])[N:33]=[C:32]2[NH:37][N:38]=[CH:39][C:31]=12.C(N(C(C)C)CC)(C)C. (5) Given the product [CH2:22]([O:21][Si:17]([O:24][CH2:25][CH3:26])([O:18][CH2:19][CH3:20])[CH2:16][CH2:15][CH2:14][NH:13][C:6]([C@@H:5]([C@H:4]([C@@H:3]([C@@H:2]([CH2:1][OH:12])[OH:8])[OH:11])[OH:10])[OH:9])=[O:7])[CH3:23], predict the reactants needed to synthesize it. The reactants are: [CH2:1]([OH:12])[C@H:2]1[O:8][C:6](=[O:7])[C@H:5]([OH:9])[C@@H:4]([OH:10])[C@@H:3]1[OH:11].[NH2:13][CH2:14][CH2:15][CH2:16][Si:17]([O:24][CH2:25][CH3:26])([O:21][CH2:22][CH3:23])[O:18][CH2:19][CH3:20]. (6) Given the product [C:1]([C:2]1[C:3]([C:4]2[CH:9]=[CH:8][CH:7]=[CH:6][CH:5]=2)=[CH:22][NH:21][CH:20]=1)#[N:10], predict the reactants needed to synthesize it. The reactants are: [C:1](#[N:10])[CH:2]=[CH:3][C:4]1[CH:9]=[CH:8][CH:7]=[CH:6][CH:5]=1.C1(C)C=CC(S([CH2:20][N+:21]#[C-:22])(=O)=O)=CC=1.[H-].[Na+]. (7) Given the product [C:19]1([C:2]#[C:1][C:3]2[CH:4]=[CH:5][C:6]([S:9]([C:12]3[CH:17]=[CH:16][CH:15]=[CH:14][CH:13]=3)(=[O:10])=[O:11])=[CH:7][CH:8]=2)[CH:24]=[CH:23][CH:22]=[CH:21][CH:20]=1, predict the reactants needed to synthesize it. The reactants are: [C:1]([C:3]1[CH:8]=[CH:7][C:6]([S:9]([C:12]2[CH:17]=[CH:16][CH:15]=[CH:14][CH:13]=2)(=[O:11])=[O:10])=[CH:5][CH:4]=1)#[CH:2].I[C:19]1[CH:24]=[CH:23][CH:22]=[CH:21][CH:20]=1.C(N(CC)CC)C.O. (8) Given the product [F:1][C:2]1[CH:3]=[CH:4][C:5]2[O:10][CH2:9][C@H:8]([CH2:11][N:12]3[CH2:17][CH2:16][N:15]([C:18]4[C:19]([CH2:20][OH:21])=[CH:25][CH:26]=[CH:27][N:28]=4)[CH2:14][CH2:13]3)[O:7][C:6]=2[CH:29]=1, predict the reactants needed to synthesize it. The reactants are: [F:1][C:2]1[CH:3]=[CH:4][C:5]2[O:10][CH2:9][C@H:8]([CH2:11][N:12]3[CH2:17][CH2:16][N:15]([C:18]4[N:28]=[CH:27][CH:26]=[CH:25][C:19]=4[C:20](OCC)=[O:21])[CH2:14][CH2:13]3)[O:7][C:6]=2[CH:29]=1.[H-].[H-].[H-].[H-].[Li+].[Al+3].O. (9) Given the product [Cl:18][C:19]1[CH:20]=[C:21]([CH:29]=[CH:30][C:31]=1[C:32]([F:35])([F:33])[F:34])[O:22][CH:23]1[CH2:24][CH2:25][N:26]([CH2:2][C:3]([NH:5][C@@H:6]2[CH2:11][O:10][C:9]3=[N:12][C:13]([N+:15]([O-:17])=[O:16])=[CH:14][N:8]3[CH2:7]2)=[O:4])[CH2:27][CH2:28]1, predict the reactants needed to synthesize it. The reactants are: Cl[CH2:2][C:3]([NH:5][C@@H:6]1[CH2:11][O:10][C:9]2=[N:12][C:13]([N+:15]([O-:17])=[O:16])=[CH:14][N:8]2[CH2:7]1)=[O:4].[Cl:18][C:19]1[CH:20]=[C:21]([CH:29]=[CH:30][C:31]=1[C:32]([F:35])([F:34])[F:33])[O:22][CH:23]1[CH2:28][CH2:27][NH:26][CH2:25][CH2:24]1. (10) Given the product [Cl:26][C:27]1[CH:32]=[CH:31][C:30]([F:36])=[C:29]([C:2]2[CH:3]=[C:4]([NH:8][CH:9]([C:13]3[CH:18]=[CH:17][CH:16]=[C:15]([Cl:19])[CH:14]=3)[C:10]([NH2:12])=[O:11])[CH:5]=[N:6][CH:7]=2)[CH:28]=1, predict the reactants needed to synthesize it. The reactants are: Br[C:2]1[CH:3]=[C:4]([NH:8][CH:9]([C:13]2[CH:18]=[CH:17][CH:16]=[C:15]([Cl:19])[CH:14]=2)[C:10]([NH2:12])=[O:11])[CH:5]=[N:6][CH:7]=1.C([O-])([O-])=O.[K+].[K+].[Cl:26][C:27]1[CH:28]=[CH:29][C:30]([F:36])=[C:31](B(O)O)[CH:32]=1.